From a dataset of Catalyst prediction with 721,799 reactions and 888 catalyst types from USPTO. Predict which catalyst facilitates the given reaction. Reactant: [F:1][C:2]1[CH:11]=[C:10]([F:12])[CH:9]=[C:8]2[C:3]=1[C:4]([NH:20][C:21]1[C:26](I)=[CH:25][N:24]=[C:23]([N:28]3[CH2:33][CH2:32][O:31][CH2:30][CH2:29]3)[CH:22]=1)=[C:5]([CH3:19])[C:6]([C:13]1[CH:18]=[CH:17][CH:16]=[CH:15][N:14]=1)=[N:7]2.C(OC([N:41]1[CH:45]=[C:44](B2OC(C)(C)C(C)(C)O2)[CH:43]=[N:42]1)=O)(C)(C)C.C1(P(C2CCCCC2)C2CCCCC2)CCCCC1.[O-]P([O-])([O-])=O.[K+].[K+].[K+]. Product: [F:1][C:2]1[CH:11]=[C:10]([F:12])[CH:9]=[C:8]2[C:3]=1[C:4]([NH:20][C:21]1[C:26]([C:44]3[CH:45]=[N:41][NH:42][CH:43]=3)=[CH:25][N:24]=[C:23]([N:28]3[CH2:33][CH2:32][O:31][CH2:30][CH2:29]3)[CH:22]=1)=[C:5]([CH3:19])[C:6]([C:13]1[CH:18]=[CH:17][CH:16]=[CH:15][N:14]=1)=[N:7]2. The catalyst class is: 552.